Dataset: Buchwald-Hartwig C-N cross coupling reaction yields with 55,370 reactions. Task: Predict the reaction yield, written as a fraction of the theoretical maximum amount of product (1.0 means a 100% yield; for example, 0.34 means a 34% yield). (1) The reactants are Brc1cccnc1.Cc1ccc(N)cc1.O=S(=O)(O[Pd]1c2ccccc2-c2ccccc2N~1)C(F)(F)F.CC(C)c1cc(C(C)C)c(-c2ccccc2P(C(C)(C)C)C(C)(C)C)c(C(C)C)c1.CN(C)C(=NC(C)(C)C)N(C)C.Cc1cc(-n2cccc2)no1. The yield is 0.631. The product is Cc1ccc(Nc2cccnc2)cc1. No catalyst specified. (2) The reactants are CCc1ccc(I)cc1.Cc1ccc(N)cc1.O=S(=O)(O[Pd]1c2ccccc2-c2ccccc2N~1)C(F)(F)F.COc1ccc(OC)c(P(C(C)(C)C)C(C)(C)C)c1-c1c(C(C)C)cc(C(C)C)cc1C(C)C.CCN=P(N=P(N(C)C)(N(C)C)N(C)C)(N(C)C)N(C)C.CCOC(=O)c1cnoc1C. No catalyst specified. The product is CCc1ccc(Nc2ccc(C)cc2)cc1. The yield is 0.305. (3) The reactants are COc1ccc(Cl)cc1.Cc1ccc(N)cc1.O=S(=O)(O[Pd]1c2ccccc2-c2ccccc2N~1)C(F)(F)F.CC(C)c1cc(C(C)C)c(-c2ccccc2P(C2CCCCC2)C2CCCCC2)c(C(C)C)c1.CCN=P(N=P(N(C)C)(N(C)C)N(C)C)(N(C)C)N(C)C.CCOC(=O)c1cc(C)on1. No catalyst specified. The product is COc1ccc(Nc2ccc(C)cc2)cc1. The yield is 0.00948. (4) The reactants are Ic1ccccn1.Cc1ccc(N)cc1.O=S(=O)(O[Pd]1c2ccccc2-c2ccccc2N~1)C(F)(F)F.CC(C)c1cc(C(C)C)c(-c2ccccc2P(C2CCCCC2)C2CCCCC2)c(C(C)C)c1.CN(C)C(=NC(C)(C)C)N(C)C.CCOC(=O)c1cc(C)on1. No catalyst specified. The product is Cc1ccc(Nc2ccccn2)cc1. The yield is 0.576. (5) The reactants are Brc1cccnc1.Cc1ccc(N)cc1.O=S(=O)(O[Pd]1c2ccccc2-c2ccccc2N~1)C(F)(F)F.CC(C)c1cc(C(C)C)c(-c2ccccc2P(C(C)(C)C)C(C)(C)C)c(C(C)C)c1.CCN=P(N=P(N(C)C)(N(C)C)N(C)C)(N(C)C)N(C)C.CCOC(=O)c1cnoc1. No catalyst specified. The product is Cc1ccc(Nc2cccnc2)cc1. The yield is 0.0269. (6) The reactants are CCc1ccc(Br)cc1.Cc1ccc(N)cc1.O=S(=O)(O[Pd]1c2ccccc2-c2ccccc2N~1)C(F)(F)F.CC(C)c1cc(C(C)C)c(-c2ccccc2P(C2CCCCC2)C2CCCCC2)c(C(C)C)c1.CN1CCCN2CCCN=C12.c1ccc(-c2cnoc2)cc1. No catalyst specified. The product is CCc1ccc(Nc2ccc(C)cc2)cc1. The yield is 0.153. (7) The reactants are FC(F)(F)c1ccc(Cl)cc1.Cc1ccc(N)cc1.O=S(=O)(O[Pd]1c2ccccc2-c2ccccc2N~1)C(F)(F)F.CC(C)c1cc(C(C)C)c(-c2ccccc2P(C(C)(C)C)C(C)(C)C)c(C(C)C)c1.CN(C)C(=NC(C)(C)C)N(C)C.Cc1ccno1. No catalyst specified. The product is Cc1ccc(Nc2ccc(C(F)(F)F)cc2)cc1. The yield is 0.103.